Task: Predict the reactants needed to synthesize the given product.. Dataset: Full USPTO retrosynthesis dataset with 1.9M reactions from patents (1976-2016) The reactants are: Br[C:2]1[C:7]([Cl:8])=[CH:6][CH:5]=[CH:4][C:3]=1[Cl:9].[Li]CCCC.[B:15](OC)([O:18]C)[O:16]C.O. Given the product [Cl:9][C:3]1[CH:4]=[CH:5][CH:6]=[C:7]([Cl:8])[C:2]=1[B:15]([OH:18])[OH:16], predict the reactants needed to synthesize it.